Predict the reactants needed to synthesize the given product. From a dataset of Full USPTO retrosynthesis dataset with 1.9M reactions from patents (1976-2016). (1) Given the product [Cl:1][C:2]1[C:37]([F:38])=[CH:36][CH:35]=[CH:34][C:3]=1[CH2:4][NH:5][C:6](=[O:33])[N:7]([C@H:9]([CH2:18][O:19][C:20](=[O:32])[NH:21][C:22]1[N:23]=[CH:24][C:25]2[C:30]([CH:31]=1)=[CH:29][CH:28]=[CH:27][CH:26]=2)[CH2:10][C:11]([OH:13])=[O:12])[CH3:8], predict the reactants needed to synthesize it. The reactants are: [Cl:1][C:2]1[C:37]([F:38])=[CH:36][CH:35]=[CH:34][C:3]=1[CH2:4][NH:5][C:6](=[O:33])[N:7]([C@H:9]([CH2:18][O:19][C:20](=[O:32])[NH:21][C:22]1[N:23]=[CH:24][C:25]2[C:30]([CH:31]=1)=[CH:29][CH:28]=[CH:27][CH:26]=2)[CH2:10][C:11]([O:13]C(C)(C)C)=[O:12])[CH3:8].C(O)(C(F)(F)F)=O. (2) Given the product [F:1][C:2]1[CH:3]=[CH:4][C:5]([O:6][CH2:7][C@H:8]2[O:14][C:12](=[O:13])[CH2:11][CH2:10][CH2:9]2)=[CH:17][CH:18]=1, predict the reactants needed to synthesize it. The reactants are: [F:1][C:2]1[CH:18]=[CH:17][C:5]([O:6][CH2:7][C@@H:8](O)[CH2:9][CH2:10][CH2:11][C:12]([O:14]C)=[O:13])=[CH:4][CH:3]=1.CC1C=CC(S(O)(=O)=O)=CC=1.C(=O)(O)[O-].[Na+]. (3) Given the product [Cl:1][C:2]1[CH:3]=[C:4]([CH2:9][S:10]([NH:13][C:14]2[N:15]=[N:16][C:17]([S:22][CH2:23][CH2:24][CH2:25][O:27][CH3:26])=[CH:18][C:19]=2[O:20][CH3:21])(=[O:12])=[O:11])[CH:5]=[C:6]([Cl:8])[CH:7]=1, predict the reactants needed to synthesize it. The reactants are: [Cl:1][C:2]1[CH:3]=[C:4]([CH2:9][S:10]([NH:13][C:14]2[N:15]=[N:16][C:17]([S:22][CH2:23][CH2:24][CH3:25])=[CH:18][C:19]=2[O:20][CH3:21])(=[O:12])=[O:11])[CH:5]=[C:6]([Cl:8])[CH:7]=1.[CH3:26][O:27]CCCS.C(S)CC. (4) Given the product [F:32][C:29]([F:30])([F:31])[C:40]([OH:43])=[O:42].[N:1]1([CH2:7][CH2:8][O:9][C:10]2[CH:11]=[CH:12][C:13]([O:14][C:15]3[C:16]4[CH:36]=[CH:35][C:34]([OH:37])=[CH:33][C:17]=4[S:18][C:19]=3[C:20]3[CH:21]=[CH:22][C:23]([S:26]([C:29]([F:30])([F:31])[F:32])(=[O:27])=[O:28])=[CH:24][CH:25]=3)=[CH:38][CH:39]=2)[CH2:6][CH2:5][CH2:4][CH2:3][CH2:2]1, predict the reactants needed to synthesize it. The reactants are: [N:1]1([CH2:7][CH2:8][O:9][C:10]2[CH:39]=[CH:38][C:13]([O:14][C:15]3[C:16]4[CH:36]=[CH:35][C:34]([OH:37])=[CH:33][C:17]=4[S:18][C:19]=3[C:20]3[CH:25]=[CH:24][C:23]([S:26]([C:29]([F:32])([F:31])[F:30])(=[O:28])=[O:27])=[CH:22][CH:21]=3)=[CH:12][CH:11]=2)[CH2:6][CH2:5][CH2:4][CH2:3][CH2:2]1.[C:40]([O:43]CC)(=[O:42])C. (5) Given the product [CH3:1][O:2][C:3]1[CH:25]=[CH:24][CH:23]=[CH:22][C:4]=1[CH2:5][NH:6][CH2:7][CH2:8][C:9]1[CH:14]=[C:13]([O:15][CH3:16])[C:12]([NH2:17])=[CH:11][C:10]=1[O:20][CH3:21], predict the reactants needed to synthesize it. The reactants are: [CH3:1][O:2][C:3]1[CH:25]=[CH:24][CH:23]=[CH:22][C:4]=1[CH2:5][NH:6][CH2:7][CH2:8][C:9]1[CH:14]=[C:13]([O:15][CH3:16])[C:12]([N+:17]([O-])=O)=[CH:11][C:10]=1[O:20][CH3:21].C([O-])=O.[NH4+]. (6) Given the product [CH2:20]([N:12]1[C:13]2[C:8](=[CH:7][C:6]([C:3](=[O:5])[CH3:4])=[CH:15][CH:14]=2)[C:9]([CH3:18])([CH3:17])[CH2:10][C:11]1=[O:16])[CH2:21][CH2:22][CH2:23][CH2:24][CH2:25][CH3:26], predict the reactants needed to synthesize it. The reactants are: [H-].[Na+].[C:3]([C:6]1[CH:7]=[C:8]2[C:13](=[CH:14][CH:15]=1)[NH:12][C:11](=[O:16])[CH2:10][C:9]2([CH3:18])[CH3:17])(=[O:5])[CH3:4].I[CH2:20][CH2:21][CH2:22][CH2:23][CH2:24][CH2:25][CH3:26]. (7) Given the product [CH2:13]([O:12][C:10]1[NH:9][N:8]=[C:7]([C:1]2[CH:2]=[CH:3][CH:4]=[CH:5][CH:6]=2)[CH:11]=1)[CH3:14], predict the reactants needed to synthesize it. The reactants are: [C:1]1([C:7]2[CH2:11][C:10](=[O:12])[NH:9][N:8]=2)[CH:6]=[CH:5][CH:4]=[CH:3][CH:2]=1.[CH2:13](O)[CH3:14].C1(P(C2C=CC=CC=2)C2C=CC=CC=2)C=CC=CC=1.CCOC(/N=N/C(OCC)=O)=O.